From a dataset of NCI-60 drug combinations with 297,098 pairs across 59 cell lines. Regression. Given two drug SMILES strings and cell line genomic features, predict the synergy score measuring deviation from expected non-interaction effect. (1) Drug 1: C1=CC=C(C(=C1)C(C2=CC=C(C=C2)Cl)C(Cl)Cl)Cl. Drug 2: CC1=C(C(=O)C2=C(C1=O)N3CC4C(C3(C2COC(=O)N)OC)N4)N. Cell line: HOP-92. Synergy scores: CSS=4.34, Synergy_ZIP=3.10, Synergy_Bliss=5.12, Synergy_Loewe=-15.3, Synergy_HSA=-2.18. (2) Drug 1: CC12CCC3C(C1CCC2=O)CC(=C)C4=CC(=O)C=CC34C. Drug 2: CC1=C(C(=CC=C1)Cl)NC(=O)C2=CN=C(S2)NC3=CC(=NC(=N3)C)N4CCN(CC4)CCO. Cell line: NCIH23. Synergy scores: CSS=58.6, Synergy_ZIP=-4.32, Synergy_Bliss=-0.699, Synergy_Loewe=-1.35, Synergy_HSA=0.337. (3) Drug 1: CC1C(C(CC(O1)OC2CC(OC(C2O)C)OC3=CC4=CC5=C(C(=O)C(C(C5)C(C(=O)C(C(C)O)O)OC)OC6CC(C(C(O6)C)O)OC7CC(C(C(O7)C)O)OC8CC(C(C(O8)C)O)(C)O)C(=C4C(=C3C)O)O)O)O. Drug 2: C1=NC2=C(N1)C(=S)N=CN2. Cell line: NCIH23. Synergy scores: CSS=58.9, Synergy_ZIP=-8.12, Synergy_Bliss=-3.92, Synergy_Loewe=-2.53, Synergy_HSA=-1.59. (4) Drug 1: CN(C)C1=NC(=NC(=N1)N(C)C)N(C)C. Drug 2: CCC1=C2CN3C(=CC4=C(C3=O)COC(=O)C4(CC)O)C2=NC5=C1C=C(C=C5)O. Cell line: SW-620. Synergy scores: CSS=28.5, Synergy_ZIP=2.02, Synergy_Bliss=1.27, Synergy_Loewe=-31.9, Synergy_HSA=-0.861. (5) Drug 1: CN(CCCl)CCCl.Cl. Drug 2: C1CNP(=O)(OC1)N(CCCl)CCCl. Cell line: UO-31. Synergy scores: CSS=13.5, Synergy_ZIP=-3.70, Synergy_Bliss=-0.100, Synergy_Loewe=-11.0, Synergy_HSA=-2.13. (6) Drug 1: C1=CC(=CC=C1CC(C(=O)O)N)N(CCCl)CCCl.Cl. Drug 2: C1=NNC2=C1C(=O)NC=N2. Cell line: SK-MEL-5. Synergy scores: CSS=17.5, Synergy_ZIP=-0.639, Synergy_Bliss=7.93, Synergy_Loewe=-5.01, Synergy_HSA=1.05. (7) Drug 1: C1CCC(CC1)NC(=O)N(CCCl)N=O. Drug 2: C1CNP(=O)(OC1)N(CCCl)CCCl. Cell line: MDA-MB-435. Synergy scores: CSS=4.98, Synergy_ZIP=1.27, Synergy_Bliss=0.946, Synergy_Loewe=-3.04, Synergy_HSA=-2.38.